Dataset: NCI-60 drug combinations with 297,098 pairs across 59 cell lines. Task: Regression. Given two drug SMILES strings and cell line genomic features, predict the synergy score measuring deviation from expected non-interaction effect. (1) Drug 1: CC12CCC(CC1=CCC3C2CCC4(C3CC=C4C5=CN=CC=C5)C)O. Drug 2: C1=NC(=NC(=O)N1C2C(C(C(O2)CO)O)O)N. Cell line: UACC62. Synergy scores: CSS=9.83, Synergy_ZIP=-3.54, Synergy_Bliss=-2.90, Synergy_Loewe=-17.2, Synergy_HSA=-1.62. (2) Drug 1: C1=C(C(=O)NC(=O)N1)N(CCCl)CCCl. Drug 2: C1CC(=O)NC(=O)C1N2C(=O)C3=CC=CC=C3C2=O. Cell line: SR. Synergy scores: CSS=46.5, Synergy_ZIP=-2.55, Synergy_Bliss=-4.49, Synergy_Loewe=-18.0, Synergy_HSA=-3.72.